This data is from Forward reaction prediction with 1.9M reactions from USPTO patents (1976-2016). The task is: Predict the product of the given reaction. (1) Given the reactants [C:1]([OH:4])(=[O:3])[CH3:2].[Cl:5][C:6]1[C:7]([CH:15]([S:24]([C:27]2[CH:32]=[CH:31][C:30]([Cl:33])=[CH:29][CH:28]=2)(=[O:26])=[O:25])[C:16]2[CH:21]=[C:20]([F:22])[CH:19]=[CH:18][C:17]=2[F:23])=[CH:8][C:9](CC#N)=[N:10][CH:11]=1.S(=O)(=O)(O)O, predict the reaction product. The product is: [Cl:5][C:6]1[C:7]([CH:15]([S:24]([C:27]2[CH:32]=[CH:31][C:30]([Cl:33])=[CH:29][CH:28]=2)(=[O:26])=[O:25])[C:16]2[CH:21]=[C:20]([F:22])[CH:19]=[CH:18][C:17]=2[F:23])=[CH:8][C:9]([CH2:2][C:1]([OH:4])=[O:3])=[N:10][CH:11]=1. (2) Given the reactants Cl[C:2]1[C:7]([N+:8]([O-:10])=[O:9])=[CH:6][CH:5]=[CH:4][N:3]=1.[CH3:11][O:12][C:13](=[O:23])[CH2:14][C:15]1[CH:20]=[CH:19][C:18]([NH2:21])=[CH:17][C:16]=1[CH3:22].Cl.O1CCOCC1, predict the reaction product. The product is: [CH3:11][O:12][C:13](=[O:23])[CH2:14][C:15]1[CH:20]=[CH:19][C:18]([NH:21][C:2]2[C:7]([N+:8]([O-:10])=[O:9])=[CH:6][CH:5]=[CH:4][N:3]=2)=[CH:17][C:16]=1[CH3:22]. (3) Given the reactants [Cl:1][C:2]1[CH:7]=[C:6]([C:8]([F:11])([F:10])[F:9])[CH:5]=[CH:4][C:3]=1[C:12]#[C:13][C:14]([OH:16])=[O:15].[CH2:17]1[C:26]2[C:21](=[CH:22][CH:23]=[CH:24][CH:25]=2)[CH2:20][CH2:19][N:18]1[CH2:27][CH2:28][O:29][C:30]1[CH:35]=[CH:34][C:33]([NH2:36])=[CH:32][C:31]=1[O:37][CH3:38], predict the reaction product. The product is: [CH:14]([OH:16])=[O:15].[CH2:17]1[C:26]2[C:21](=[CH:22][CH:23]=[CH:24][CH:25]=2)[CH2:20][CH2:19][N:18]1[CH2:27][CH2:28][O:29][C:30]1[CH:35]=[CH:34][C:33]([NH:36][C:14](=[O:16])[C:13]#[C:12][C:3]2[CH:4]=[CH:5][C:6]([C:8]([F:9])([F:10])[F:11])=[CH:7][C:2]=2[Cl:1])=[CH:32][C:31]=1[O:37][CH3:38].